From a dataset of Full USPTO retrosynthesis dataset with 1.9M reactions from patents (1976-2016). Predict the reactants needed to synthesize the given product. (1) Given the product [CH:36]([NH:3][CH2:4][C:5]1[CH:6]=[C:7]([C:11]2[C:12]3[N:13]([N:18]=[C:19]([NH:21][C:22]4[CH:27]=[CH:26][C:25]([N:28]5[CH:32]=[C:31]([CH3:33])[N:30]=[CH:29]5)=[C:24]([O:34][CH3:35])[CH:23]=4)[N:20]=3)[CH:14]=[C:15]([CH3:17])[CH:16]=2)[CH:8]=[CH:9][CH:10]=1)([CH3:38])[CH3:37], predict the reactants needed to synthesize it. The reactants are: Cl.Cl.[NH2:3][CH2:4][C:5]1[CH:6]=[C:7]([C:11]2[C:12]3[N:13]([N:18]=[C:19]([NH:21][C:22]4[CH:27]=[CH:26][C:25]([N:28]5[CH:32]=[C:31]([CH3:33])[N:30]=[CH:29]5)=[C:24]([O:34][CH3:35])[CH:23]=4)[N:20]=3)[CH:14]=[C:15]([CH3:17])[CH:16]=2)[CH:8]=[CH:9][CH:10]=1.[CH:36](NC(C)C)([CH3:38])[CH3:37].CC(=O)C.C(O[BH-](OC(=O)C)OC(=O)C)(=O)C.[Na+].C(O)(=O)C. (2) Given the product [CH2:1]([O:3][C:4]1[CH:5]=[C:6]([O:13][CH:21]([CH3:23])[CH3:22])[C:7]([F:12])=[C:8]([CH:11]=1)[CH:9]=[O:10])[CH3:2], predict the reactants needed to synthesize it. The reactants are: [CH2:1]([O:3][C:4]1[CH:5]=[C:6]([OH:13])[C:7]([F:12])=[C:8]([CH:11]=1)[CH:9]=[O:10])[CH3:2].C([O-])([O-])=O.[K+].[K+].I[CH:21]([CH3:23])[CH3:22]. (3) Given the product [ClH:30].[Cl:55][C:52]1[CH:53]=[CH:54][C:49]([C:41]2[CH:40]=[C:39]([CH:38]([CH:36]3[CH2:37][CH2:32][CH2:33][CH2:34][NH:35]3)[OH:56])[C:48]3[C:43](=[CH:44][CH:45]=[CH:46][CH:47]=3)[N:42]=2)=[CH:50][CH:51]=1, predict the reactants needed to synthesize it. The reactants are: Cl.CCOCC.C1CC(C(O)C2C3C(=CC=CC=3)N=C(C3C=CC([Cl:30])=CC=3)C=2)NCC1.[CH2:32]1[CH2:37][C@@H:36]([C@@H:38]([OH:56])[C:39]2[C:48]3[C:43](=[CH:44][CH:45]=[CH:46][CH:47]=3)[N:42]=[C:41]([C:49]3[CH:54]=[CH:53][C:52]([Cl:55])=[CH:51][CH:50]=3)[CH:40]=2)[NH:35][CH2:34][CH2:33]1. (4) Given the product [F:23][C:22]1[CH:21]=[C:20]2[C:15]([CH:16]=[CH:17][CH:18]=[N:19]2)=[CH:14][C:13]=1[CH:11]([C:8]1[N:6]2[N:7]=[C:2]([N:29]3[CH2:30][CH2:31][N:26]([CH3:25])[C:27](=[O:32])[CH2:28]3)[CH:3]=[CH:4][C:5]2=[N:10][CH:9]=1)[CH3:12], predict the reactants needed to synthesize it. The reactants are: Cl[C:2]1[CH:3]=[CH:4][C:5]2[N:6]([C:8]([CH:11]([C:13]3[CH:14]=[C:15]4[C:20](=[CH:21][C:22]=3[F:23])[N:19]=[CH:18][CH:17]=[CH:16]4)[CH3:12])=[CH:9][N:10]=2)[N:7]=1.Cl.[CH3:25][N:26]1[CH2:31][CH2:30][NH:29][CH2:28][C:27]1=[O:32]. (5) Given the product [Br:1][C:2]1[CH:3]=[C:4]([CH2:30][C:31]([OH:33])=[O:32])[CH:5]=[C:6]([Br:29])[C:7]=1[O:8][C:9]1[CH:14]=[C:13]([CH:15]([CH3:17])[CH3:16])[C:12]([O:18][CH3:19])=[CH:11][C:10]=1[C:20](=[O:28])[C:21]1[CH:26]=[CH:25][CH:24]=[C:23]([N:105]([CH3:106])[CH3:104])[CH:22]=1, predict the reactants needed to synthesize it. The reactants are: [Br:1][C:2]1[CH:3]=[C:4]([CH2:30][C:31]([OH:33])=[O:32])[CH:5]=[C:6]([Br:29])[C:7]=1[O:8][C:9]1[CH:14]=[C:13]([CH:15]([CH3:17])[CH3:16])[C:12]([O:18][CH3:19])=[CH:11][C:10]=1[C:20](=[O:28])[C:21]1[CH:26]=[CH:25][CH:24]=[C:23](I)[CH:22]=1.C1(P(C2C=CC=CC=2)C2C=CC3C(=CC=CC=3)C=2C2C3C(=CC=CC=3)C=CC=2P(C2C=CC=CC=2)C2C=CC=CC=2)C=CC=CC=1.CC(C)([O-])C.[Na+].C1OCCOCCOCCOCCOCCOC1.[CH3:104][NH:105][CH3:106].C1COCC1. (6) Given the product [Cl:1][C:2]1[CH:39]=[CH:38][CH:37]=[C:36]([C:40]([F:42])([F:43])[F:41])[C:3]=1[C:4]([N:6]1[C:14]2[C:9](=[CH:10][CH:11]=[C:12]([C:15]([N:17]3[CH2:20][C:19]([F:21])([F:22])[CH2:18]3)=[O:16])[CH:13]=2)[C:8]([C:23]2[CH2:28][CH2:27][CH:26]([C:29]([OH:31])=[O:30])[CH2:25][CH:24]=2)=[N:7]1)=[O:5], predict the reactants needed to synthesize it. The reactants are: [Cl:1][C:2]1[CH:39]=[CH:38][CH:37]=[C:36]([C:40]([F:43])([F:42])[F:41])[C:3]=1[C:4]([N:6]1[C:14]2[C:9](=[CH:10][CH:11]=[C:12]([C:15]([N:17]3[CH2:20][C:19]([F:22])([F:21])[CH2:18]3)=[O:16])[CH:13]=2)[C:8]([C:23]2[CH2:28][CH2:27][CH:26]([C:29]([O:31]C(C)(C)C)=[O:30])[CH2:25][CH:24]=2)=[N:7]1)=[O:5].C(O)(C(F)(F)F)=O. (7) Given the product [CH2:1]([O:8][C@@H:9]1[C@@H:14]([O:15][CH2:16][C:17]2[CH:22]=[CH:21][CH:20]=[CH:19][CH:18]=2)[C@H:13]([O:23][CH2:24][C:25]2[CH:30]=[CH:29][CH:28]=[CH:27][CH:26]=2)[C@@H:12]([CH2:31][O:32][CH2:33][C:34]2[CH:39]=[CH:38][CH:37]=[CH:36][CH:35]=2)[O:11][C@:10]21[C:47]1[C:42](=[CH:43][C:44]([Cl:57])=[C:45]([CH2:48][C:49]3[CH:54]=[CH:53][C:52]([CH2:55][CH3:56])=[CH:51][CH:50]=3)[CH:46]=1)[CH:41]([F:65])[CH2:40]2)[C:2]1[CH:7]=[CH:6][CH:5]=[CH:4][CH:3]=1, predict the reactants needed to synthesize it. The reactants are: [CH2:1]([O:8][C@@H:9]1[C@@H:14]([O:15][CH2:16][C:17]2[CH:22]=[CH:21][CH:20]=[CH:19][CH:18]=2)[C@H:13]([O:23][CH2:24][C:25]2[CH:30]=[CH:29][CH:28]=[CH:27][CH:26]=2)[C@@H:12]([CH2:31][O:32][CH2:33][C:34]2[CH:39]=[CH:38][CH:37]=[CH:36][CH:35]=2)[O:11][C@:10]21[C:47]1[C:42](=[CH:43][C:44]([Cl:57])=[C:45]([CH2:48][C:49]3[CH:54]=[CH:53][C:52]([CH2:55][CH3:56])=[CH:51][CH:50]=3)[CH:46]=1)[CH:41](O)[CH2:40]2)[C:2]1[CH:7]=[CH:6][CH:5]=[CH:4][CH:3]=1.CCN(S(F)(F)[F:65])CC.